This data is from Catalyst prediction with 721,799 reactions and 888 catalyst types from USPTO. The task is: Predict which catalyst facilitates the given reaction. (1) Reactant: [CH3:13][C:12]([O:11][C:9](O[C:9]([O:11][C:12]([CH3:15])([CH3:14])[CH3:13])=[O:10])=[O:10])([CH3:15])[CH3:14].[Cl:16][C:17]1[CH:25]=[CH:24][C:23]2[N:22]([CH2:26][CH2:27][O:28][C:29]3[CH:34]=[CH:33][CH:32]=[CH:31][CH:30]=3)[CH:21]3[CH2:35][CH2:36][NH:37][CH2:38][CH2:39][CH:20]3[C:19]=2[C:18]=1[Cl:40].[OH-].[Na+]. Product: [Cl:16][C:17]1[CH:25]=[CH:24][C:23]2[N:22]([CH2:26][CH2:27][O:28][C:29]3[CH:34]=[CH:33][CH:32]=[CH:31][CH:30]=3)[C@H:21]3[CH2:35][CH2:36][N:37]([C:9]([O:11][C:12]([CH3:13])([CH3:14])[CH3:15])=[O:10])[CH2:38][CH2:39][C@H:20]3[C:19]=2[C:18]=1[Cl:40]. The catalyst class is: 20. (2) Reactant: [Br:1][C:2]1[CH:9]=[CH:8][C:7]([OH:10])=[CH:6][C:3]=1[CH:4]=[O:5].[O:11]1[CH:16]=[CH:15][CH2:14][CH2:13][CH2:12]1.C12(CS(O)(=O)=O)C(C)(C)C(CC1)CC2=O. Product: [Br:1][C:2]1[CH:9]=[CH:8][C:7]([O:10][CH:12]2[CH2:13][CH2:14][CH2:15][CH2:16][O:11]2)=[CH:6][C:3]=1[CH:4]=[O:5]. The catalyst class is: 2. (3) Reactant: ClC1C=CC=C(C(OO)=[O:9])C=1.[CH2:12]([S:15]([C:17]1[N:22]=[C:21]([C:23]2[S:24][C:25]3[CH:33]=[CH:32][CH:31]=[CH:30][C:26]=3[C:27](=[O:29])[N:28]=2)[CH:20]=[CH:19][CH:18]=1)=[O:16])[CH2:13][CH3:14]. The catalyst class is: 13. Product: [CH2:12]([S:15]([C:17]1[N:22]=[C:21]([C:23]2[S:24][C:25]3[CH:33]=[CH:32][CH:31]=[CH:30][C:26]=3[C:27](=[O:29])[N:28]=2)[CH:20]=[CH:19][CH:18]=1)(=[O:9])=[O:16])[CH2:13][CH3:14]. (4) Reactant: C([O:3][C:4](=[O:23])[CH2:5][C:6]([N:8]1[CH2:13][CH2:12][CH:11]([O:14][C:15]2[CH:20]=[C:19]([F:21])[CH:18]=[CH:17][C:16]=2[Cl:22])[CH2:10][CH2:9]1)=[O:7])C.CO.O.O[Li].O. Product: [Cl:22][C:16]1[CH:17]=[CH:18][C:19]([F:21])=[CH:20][C:15]=1[O:14][CH:11]1[CH2:10][CH2:9][N:8]([C:6](=[O:7])[CH2:5][C:4]([OH:23])=[O:3])[CH2:13][CH2:12]1. The catalyst class is: 1.